This data is from Full USPTO retrosynthesis dataset with 1.9M reactions from patents (1976-2016). The task is: Predict the reactants needed to synthesize the given product. (1) Given the product [Cl:2][C:16]1[C:15]2[C:10](=[N:11][C:12]([CH3:28])=[CH:13][CH:14]=2)[N:9]=[C:8]([CH3:7])[C:17]=1[C:18]1[C:23]([F:24])=[CH:22][C:21]([F:25])=[CH:20][C:19]=1[F:26], predict the reactants needed to synthesize it. The reactants are: P(Cl)(Cl)(Cl)(Cl)[Cl:2].[CH3:7][C:8]1[C:17]([C:18]2[C:23]([F:24])=[CH:22][C:21]([F:25])=[CH:20][C:19]=2[F:26])=[C:16](O)[C:15]2[C:10](=[N:11][C:12]([CH3:28])=[CH:13][CH:14]=2)[N:9]=1.C(=O)([O-])[O-].[Na+].[Na+]. (2) Given the product [C:1]1([CH:7]2[O:12][C:11]3[CH:13]=[CH:14][C:15]([O:17][C:18]4[CH:23]=[CH:22][C:21]([C:51]([F:54])([F:53])[F:52])=[CH:20][N:19]=4)=[CH:16][C:10]=3[O:9][CH2:8]2)[CH:2]=[CH:3][CH:4]=[CH:5][CH:6]=1, predict the reactants needed to synthesize it. The reactants are: [C:1]1([CH:7]2[O:12][C:11]3[CH:13]=[CH:14][C:15]([O:17][C:18]4[CH:23]=[CH:22][C:21]([N+]([O-])=O)=[CH:20][N:19]=4)=[CH:16][C:10]=3[O:9][CH2:8]2)[CH:6]=[CH:5][CH:4]=[CH:3][CH:2]=1.C1(C2OC3C=CC(O)=CC=3OC2)C=CC=CC=1.ClC1C=CC([C:51]([F:54])([F:53])[F:52])=CN=1.